Task: Predict the product of the given reaction.. Dataset: Forward reaction prediction with 1.9M reactions from USPTO patents (1976-2016) Given the reactants [N:1]1[CH:6]=[CH:5][CH:4]=[C:3]([CH:7]=[CH:8][C:9]([OH:11])=O)[CH:2]=1.C(OC(Cl)=O)C.[CH2:18]([N:25]1[CH2:30][CH2:29][CH:28]([O:31][CH2:32][CH2:33][CH2:34][NH2:35])[CH2:27][CH2:26]1)[C:19]1[CH:24]=[CH:23][CH:22]=[CH:21][CH:20]=1, predict the reaction product. The product is: [CH2:18]([N:25]1[CH2:26][CH2:27][CH:28]([O:31][CH2:32][CH2:33][CH2:34][NH:35][C:9](=[O:11])[CH:8]=[CH:7][C:3]2[CH:2]=[N:1][CH:6]=[CH:5][CH:4]=2)[CH2:29][CH2:30]1)[C:19]1[CH:20]=[CH:21][CH:22]=[CH:23][CH:24]=1.